This data is from NCI-60 drug combinations with 297,098 pairs across 59 cell lines. The task is: Regression. Given two drug SMILES strings and cell line genomic features, predict the synergy score measuring deviation from expected non-interaction effect. (1) Drug 1: CN(CC1=CN=C2C(=N1)C(=NC(=N2)N)N)C3=CC=C(C=C3)C(=O)NC(CCC(=O)O)C(=O)O. Drug 2: C(CC(=O)O)C(=O)CN.Cl. Cell line: SK-MEL-5. Synergy scores: CSS=31.0, Synergy_ZIP=-0.470, Synergy_Bliss=-0.261, Synergy_Loewe=-28.2, Synergy_HSA=1.96. (2) Drug 1: COC1=CC(=CC(=C1O)OC)C2C3C(COC3=O)C(C4=CC5=C(C=C24)OCO5)OC6C(C(C7C(O6)COC(O7)C8=CC=CS8)O)O. Drug 2: C1=NC(=NC(=O)N1C2C(C(C(O2)CO)O)O)N. Cell line: ACHN. Synergy scores: CSS=66.6, Synergy_ZIP=-4.37, Synergy_Bliss=-3.59, Synergy_Loewe=0.237, Synergy_HSA=1.70.